This data is from Full USPTO retrosynthesis dataset with 1.9M reactions from patents (1976-2016). The task is: Predict the reactants needed to synthesize the given product. (1) The reactants are: Cl[C:2]1[C:3]2[C:4](=[CH:13][N:14](CC3C=CC(OC)=CC=3)[N:15]=2)[N:5]=[C:6]([C:8]2[CH:12]=[CH:11][S:10][CH:9]=2)[N:7]=1.[O:25]1[CH2:30][CH2:29][N:28]([C:31]2[CH:37]=[CH:36][C:34]([NH2:35])=[CH:33][CH:32]=2)[CH2:27][CH2:26]1.Cl. Given the product [O:25]1[CH2:26][CH2:27][N:28]([C:31]2[CH:32]=[CH:33][C:34]([NH:35][C:2]3[C:3]4[NH:15][N:14]=[CH:13][C:4]=4[N:5]=[C:6]([C:8]4[CH:12]=[CH:11][S:10][CH:9]=4)[N:7]=3)=[CH:36][CH:37]=2)[CH2:29][CH2:30]1, predict the reactants needed to synthesize it. (2) The reactants are: [H-].[Na+].[C:3]([O:7][C:8](=[O:15])[NH:9][CH2:10][CH2:11][O:12][CH2:13][CH3:14])([CH3:6])([CH3:5])[CH3:4].[CH3:16]I.O. Given the product [C:3]([O:7][C:8](=[O:15])[N:9]([CH2:10][CH2:11][O:12][CH2:13][CH3:14])[CH3:16])([CH3:6])([CH3:5])[CH3:4], predict the reactants needed to synthesize it. (3) Given the product [Br:1][C:2]1[CH:3]=[CH:4][C:5]([N:8]2[C:12]([C:13]([F:14])([F:16])[F:15])=[CH:11][C:10]([C:17]3[N:21]([CH3:23])[C:20](=[O:22])[O:19][N:18]=3)=[N:9]2)=[N:6][CH:7]=1, predict the reactants needed to synthesize it. The reactants are: [Br:1][C:2]1[CH:3]=[CH:4][C:5]([N:8]2[C:12]([C:13]([F:16])([F:15])[F:14])=[CH:11][C:10]([C:17]3[NH:21][C:20](=[O:22])[O:19][N:18]=3)=[N:9]2)=[N:6][CH:7]=1.[CH3:23]CN(C(C)C)C(C)C.ClC(Cl)(OC(=O)OC(Cl)(Cl)Cl)Cl.